This data is from Forward reaction prediction with 1.9M reactions from USPTO patents (1976-2016). The task is: Predict the product of the given reaction. (1) Given the reactants [F:1][C:2]1[CH:7]=[CH:6][CH:5]=[C:4]([F:8])[C:3]=1[C:9]1[CH:10]=[C:11]2[C:15](=[CH:16][CH:17]=1)[NH:14][CH:13]=[C:12]2[C:18]1[CH:23]=[C:22]([O:24][CH3:25])[N:21]=[C:20]([N:26]2[CH2:31][CH2:30][CH:29]([NH:32]C(=O)OC(C)(C)C)[CH2:28][CH2:27]2)[N:19]=1.Cl, predict the reaction product. The product is: [F:8][C:4]1[CH:5]=[CH:6][CH:7]=[C:2]([F:1])[C:3]=1[C:9]1[CH:10]=[C:11]2[C:15](=[CH:16][CH:17]=1)[NH:14][CH:13]=[C:12]2[C:18]1[CH:23]=[C:22]([O:24][CH3:25])[N:21]=[C:20]([N:26]2[CH2:31][CH2:30][CH:29]([NH2:32])[CH2:28][CH2:27]2)[N:19]=1. (2) Given the reactants [C:1]([O:5][C:6]([N:8]1[CH2:13][CH2:12][N:11]([C:14](=[O:28])[C:15]2[CH:20]=[C:19]([CH2:21][O:22]S(C)(=O)=O)[CH:18]=[CH:17][C:16]=2[F:27])[CH2:10][CH2:9]1)=[O:7])([CH3:4])([CH3:3])[CH3:2].[F:29][C:30]1[CH:31]=[CH:32][C:33](O)=[C:34]([CH:38]=1)[C:35]([NH2:37])=[O:36].C(=O)([O-])[O-].[K+].[K+].O, predict the reaction product. The product is: [C:1]([O:5][C:6]([N:8]1[CH2:13][CH2:12][N:11]([C:14](=[O:28])[C:15]2[CH:20]=[C:19]([CH2:21][O:22][C:33]3[CH:32]=[CH:31][C:30]([F:29])=[CH:38][C:34]=3[C:35](=[O:36])[NH2:37])[CH:18]=[CH:17][C:16]=2[F:27])[CH2:10][CH2:9]1)=[O:7])([CH3:4])([CH3:3])[CH3:2]. (3) Given the reactants N[C:2]1C=C(I)C=CC=1C(OC)=O.[I:13][C:14]1[CH:22]=[CH:21][C:17]([C:18]([OH:20])=[O:19])=[C:16]([N+:23]([O-:25])=[O:24])[CH:15]=1.C1CCN2C(=NCCC2)CC1.IC, predict the reaction product. The product is: [I:13][C:14]1[CH:22]=[CH:21][C:17]([C:18]([O:20][CH3:2])=[O:19])=[C:16]([N+:23]([O-:25])=[O:24])[CH:15]=1. (4) Given the reactants [Br:1][C:2]1[CH:9]=[CH:8][CH:7]=[CH:6][C:3]=1[CH2:4]Br.Cl.[CH3:11][O:12][C:13]1[CH:18]=[CH:17][C:16]([NH:19][NH2:20])=[CH:15][CH:14]=1.C(=O)([O-])[O-].[K+].[K+], predict the reaction product. The product is: [Br:1][C:2]1[CH:9]=[CH:8][CH:7]=[CH:6][C:3]=1[CH2:4][N:19]([C:16]1[CH:17]=[CH:18][C:13]([O:12][CH3:11])=[CH:14][CH:15]=1)[NH2:20].